From a dataset of Reaction yield outcomes from USPTO patents with 853,638 reactions. Predict the reaction yield, written as a fraction of the theoretical maximum amount of product (1.0 means a 100% yield; for example, 0.34 means a 34% yield). (1) The reactants are [Cl:1][C:2]1[CH:3]=[CH:4][C:5]2[O:9][C:8]([C:10]3[CH:11]=[CH:12][C:13]([NH:17][CH:18]4[CH2:23][CH2:22][O:21][CH2:20][CH2:19]4)=[C:14]([CH:16]=3)[NH2:15])=[N:7][C:6]=2[CH:24]=1.Cl.[C:26]([NH:29][CH2:30][C:31](=N)OCC)(=[O:28])[CH3:27].C(=O)([O-])[O-].[K+].[K+]. The catalyst is C(O)C. The product is [C:26]([NH:29][CH2:30][C:31]1[N:17]([CH:18]2[CH2:19][CH2:20][O:21][CH2:22][CH2:23]2)[C:13]2[CH:12]=[CH:11][C:10]([C:8]3[O:9][C:5]4[CH:4]=[CH:3][C:2]([Cl:1])=[CH:24][C:6]=4[N:7]=3)=[CH:16][C:14]=2[N:15]=1)(=[O:28])[CH3:27]. The yield is 0.210. (2) The reactants are [Cl:1][C:2]1[N:7]=[C:6]([CH:8]=[O:9])[C:5]([O:10][CH3:11])=[C:4]([Cl:12])[N:3]=1.[C:13](=O)(O)[O-:14].[Na+].BrBr.[Na+].[Cl-]. The catalyst is CO.O.C(OCC)(=O)C. The product is [Cl:1][C:2]1[N:7]=[C:6]([C:8]([O:14][CH3:13])=[O:9])[C:5]([O:10][CH3:11])=[C:4]([Cl:12])[N:3]=1. The yield is 0.450. (3) The reactants are O1[C:5]2([CH2:10][CH2:9][CH:8]([C:11]3[CH:16]=[CH:15][C:14]([OH:17])=[CH:13][C:12]=3[OH:18])[CH2:7][CH2:6]2)[O:4]CC1.O.[NH+]1C=CC=CC=1. The yield is 1.00. The catalyst is CC(C)=O. The product is [OH:18][C:12]1[CH:13]=[C:14]([OH:17])[CH:15]=[CH:16][C:11]=1[CH:8]1[CH2:7][CH2:6][C:5](=[O:4])[CH2:10][CH2:9]1. (4) The reactants are [F:1][C:2]1[C:3]([NH:12][C:13]2[CH:18]=[CH:17][C:16]([I:19])=[CH:15][C:14]=2[F:20])=[C:4]([CH:8]=[CH:9][C:10]=1[F:11])[C:5]([OH:7])=O.C1CN([P+](ON2N=NC3C=CC=CC2=3)(N2CCCC2)N2CCCC2)CC1.F[P-](F)(F)(F)(F)F.C(N(CC)CC)C.[OH:61][CH2:62][CH2:63][C:64]1([OH:68])[CH2:67][NH:66][CH2:65]1. The catalyst is CN(C=O)C.C(OCC)(=O)C.O. The product is [F:1][C:2]1[C:3]([NH:12][C:13]2[CH:18]=[CH:17][C:16]([I:19])=[CH:15][C:14]=2[F:20])=[C:4]([C:5]([N:66]2[CH2:67][C:64]([CH2:63][CH2:62][OH:61])([OH:68])[CH2:65]2)=[O:7])[CH:8]=[CH:9][C:10]=1[F:11]. The yield is 0.780.